From a dataset of Peptide-MHC class II binding affinity with 134,281 pairs from IEDB. Regression. Given a peptide amino acid sequence and an MHC pseudo amino acid sequence, predict their binding affinity value. This is MHC class II binding data. (1) The peptide sequence is GRYKDEKDVTDITVK. The MHC is DRB1_1201 with pseudo-sequence DRB1_1201. The binding affinity (normalized) is 0.0247. (2) The peptide sequence is SRWSSPDNVKPIYIV. The MHC is DRB1_1602 with pseudo-sequence DRB1_1602. The binding affinity (normalized) is 0.301.